This data is from Full USPTO retrosynthesis dataset with 1.9M reactions from patents (1976-2016). The task is: Predict the reactants needed to synthesize the given product. Given the product [ClH:34].[CH3:33][N:2]([CH3:1])[C:3]1([C:27]2[CH:28]=[CH:29][CH:30]=[CH:31][CH:32]=2)[CH2:8][CH2:7][CH:6]([CH2:9][C:10]([N:12]2[CH2:17][CH2:16][CH2:15][CH:14]([C:18]3[C:26]4[C:21](=[CH:22][CH:23]=[CH:24][CH:25]=4)[NH:20][CH:19]=3)[CH2:13]2)=[O:11])[CH2:5][CH2:4]1, predict the reactants needed to synthesize it. The reactants are: [CH3:1][N:2]([CH3:33])[C:3]1([C:27]2[CH:32]=[CH:31][CH:30]=[CH:29][CH:28]=2)[CH2:8][CH2:7][CH:6]([CH2:9][C:10]([N:12]2[CH2:17][CH2:16][CH2:15][CH:14]([C:18]3[C:26]4[C:21](=[CH:22][CH:23]=[CH:24][CH:25]=4)[NH:20][CH:19]=3)[CH2:13]2)=[O:11])[CH2:5][CH2:4]1.[Cl:34][Si](C)(C)C.